This data is from Catalyst prediction with 721,799 reactions and 888 catalyst types from USPTO. The task is: Predict which catalyst facilitates the given reaction. Reactant: Cl.[NH2:2][C:3]([NH2:5])=[NH:4].CC[O-].[Na+].CN([CH:13]=[C:14]1[C:19](=O)[CH2:18][CH2:17][N:16]([C:21]([O:23][C:24]([CH3:27])([CH3:26])[CH3:25])=[O:22])[CH2:15]1)C. Product: [NH2:4][C:3]1[N:5]=[CH:13][C:14]2[CH2:15][N:16]([C:21]([O:23][C:24]([CH3:27])([CH3:26])[CH3:25])=[O:22])[CH2:17][CH2:18][C:19]=2[N:2]=1. The catalyst class is: 8.